Predict the product of the given reaction. From a dataset of Forward reaction prediction with 1.9M reactions from USPTO patents (1976-2016). (1) The product is: [Cl:12][C:8]1[C:9]2[C:4](=[CH:3][C:2]([C:15]3[CH:16]=[C:17]([CH:27]=[CH:28][C:14]=3[CH3:13])[C:18]([NH:20][C:21]3[N:25]([CH3:26])[N:24]=[CH:23][CH:22]=3)=[O:19])=[CH:11][CH:10]=2)[CH:5]=[N:6][N:7]=1. Given the reactants Br[C:2]1[CH:3]=[C:4]2[C:9](=[CH:10][CH:11]=1)[C:8]([Cl:12])=[N:7][N:6]=[CH:5]2.[CH3:13][C:14]1[CH:28]=[CH:27][C:17]([C:18]([NH:20][C:21]2[N:25]([CH3:26])[N:24]=[CH:23][CH:22]=2)=[O:19])=[CH:16][C:15]=1B1OC(C)(C)C(C)(C)O1.C(=O)([O-])[O-].[Na+].[Na+].O, predict the reaction product. (2) The product is: [I:1][C:10]1[CH:9]=[CH:8][C:7]2=[N:3][C:4](=[O:12])[N:5]=[C:6]2[CH:11]=1. Given the reactants [I:1]Cl.[N:3]1[C:4](=[O:12])[N:5]=[C:6]2[CH:11]=[CH:10][CH:9]=[CH:8][C:7]=12, predict the reaction product. (3) Given the reactants [C:1]([C:5]1[CH:10]=[C:9]([SH:11])[CH:8]=[C:7]([C:12]([CH3:15])([CH3:14])[CH3:13])[C:6]=1[OH:16])([CH3:4])([CH3:3])[CH3:2].[C:17]1(=O)[CH2:20][CH2:19][CH2:18]1.Cl, predict the reaction product. The product is: [C:1]([C:5]1[CH:10]=[C:9]([S:11][C:17]2([S:11][C:9]3[CH:8]=[C:7]([C:12]([CH3:13])([CH3:14])[CH3:15])[C:6]([OH:16])=[C:5]([C:1]([CH3:4])([CH3:3])[CH3:2])[CH:10]=3)[CH2:20][CH2:19][CH2:18]2)[CH:8]=[C:7]([C:12]([CH3:15])([CH3:14])[CH3:13])[C:6]=1[OH:16])([CH3:4])([CH3:3])[CH3:2].